This data is from Catalyst prediction with 721,799 reactions and 888 catalyst types from USPTO. The task is: Predict which catalyst facilitates the given reaction. (1) Reactant: [Cl-].CS(C)=O.[CH3:6][O:7][C:8](=[O:23])[C:9]1[CH:14]=[C:13]([O:15][CH3:16])[C:12]([O:17][CH3:18])=[C:11]([CH2:19][CH2:20][CH2:21][OH:22])[CH:10]=1.C(N(CC)CC)C. Product: [CH3:6][O:7][C:8](=[O:23])[C:9]1[CH:10]=[C:11]([CH2:19][CH2:20][CH:21]=[O:22])[C:12]([O:17][CH3:18])=[C:13]([O:15][CH3:16])[CH:14]=1. The catalyst class is: 91. (2) Reactant: [CH2:1]([O:3][C:4]1[CH:22]=[C:21]([F:23])[C:7]([CH2:8][N:9]2[CH:13]=[C:12]([N+:14]([O-])=O)[C:11]([C:17]([O:19][CH3:20])=[O:18])=[N:10]2)=[C:6]([F:24])[CH:5]=1)[CH3:2].O.NN. Product: [NH2:14][C:12]1[C:11]([C:17]([O:19][CH3:20])=[O:18])=[N:10][N:9]([CH2:8][C:7]2[C:21]([F:23])=[CH:22][C:4]([O:3][CH2:1][CH3:2])=[CH:5][C:6]=2[F:24])[CH:13]=1. The catalyst class is: 94. (3) Reactant: C[O:2][C:3](=O)[C:4]1[CH:9]=[CH:8][C:7]([C:10]2[CH2:14][C:13]([C:19]3[CH:24]=[C:23]([Cl:25])[CH:22]=[C:21]([Cl:26])[CH:20]=3)([C:15]([F:18])([F:17])[F:16])[CH2:12][N:11]=2)=[CH:6][C:5]=1[Cl:27].CC(C[AlH]CC(C)C)C.CO. Product: [Cl:26][C:21]1[CH:20]=[C:19]([C:13]2([C:15]([F:17])([F:18])[F:16])[CH2:12][N:11]=[C:10]([C:7]3[CH:8]=[CH:9][C:4]([CH:3]=[O:2])=[C:5]([Cl:27])[CH:6]=3)[CH2:14]2)[CH:24]=[C:23]([Cl:25])[CH:22]=1. The catalyst class is: 2. (4) Reactant: I[C:2]1[C:3]([NH2:17])=[N:4][C:5](=[O:16])[N:6]([CH:15]=1)[C@@H:7]1[O:14][C@H:11]([CH2:12][OH:13])[C@@H:9]([OH:10])[CH2:8]1.C(N(CC)CC)C.[CH:25]#[C:26][CH3:27]. Product: [C:25]([C:2]1[C:3]([NH2:17])=[N:4][C:5](=[O:16])[N:6]([CH:15]=1)[C@@H:7]1[O:14][C@H:11]([CH2:12][OH:13])[C@@H:9]([OH:10])[CH2:8]1)#[C:26][CH3:27]. The catalyst class is: 122. (5) Reactant: [F:1][C:2]1[C:25]([NH:26][C:27]([NH:29][C:30]2[CH:31]=[N:32][C:33]([CH3:36])=[CH:34][CH:35]=2)=[O:28])=[CH:24][CH:23]=[CH:22][C:3]=1[CH2:4][N:5]1[CH2:10][CH2:9][N:8]([C:11](OCC2C=CC=CC=2)=[O:12])[C@H:7]([CH3:21])[CH2:6]1.CCN(CC)CC.ClC(OC1C=CC([N+]([O-])=O)=CC=1)=O.[NH:57]1[CH2:60][CH2:59][CH2:58]1. Product: [N:57]1([C:11]([N:8]2[CH2:9][CH2:10][N:5]([CH2:4][C:3]3[C:2]([F:1])=[C:25]([NH:26][C:27]([NH:29][C:30]4[CH:31]=[N:32][C:33]([CH3:36])=[CH:34][CH:35]=4)=[O:28])[CH:24]=[CH:23][CH:22]=3)[CH2:6][C@H:7]2[CH3:21])=[O:12])[CH2:60][CH2:59][CH2:58]1. The catalyst class is: 403. (6) Reactant: [C:1]([O:5][C:6]([C:8]1[NH:12][C:11]([CH:13]=[O:14])=[C:10](C(O)=O)[C:9]=1[CH2:18][CH3:19])=[O:7])([CH3:4])([CH3:3])[CH3:2].C([O-])(O)=O.[Na+].[I:25]I. Product: [CH2:18]([C:9]1[C:10]([I:25])=[C:11]([CH:13]=[O:14])[NH:12][C:8]=1[C:6]([O:5][C:1]([CH3:4])([CH3:3])[CH3:2])=[O:7])[CH3:19]. The catalyst class is: 34. (7) Reactant: [F:1][C:2]([F:13])([F:12])[O:3][C:4]1[CH:11]=[CH:10][CH:9]=[CH:8][C:5]=1[CH2:6][NH2:7].C[Al](C)C.[C:18]([O:22][C:23]([N:25]([CH3:48])[CH2:26][CH2:27][N:28]1[CH2:33][CH2:32][CH:31]([N:34]2[C:38]([C:39](OCC)=[O:40])=[CH:37][C:36]([C:44]([F:47])([F:46])[F:45])=[N:35]2)[CH2:30][CH2:29]1)=[O:24])([CH3:21])([CH3:20])[CH3:19].C([O-])(O)=O.[Na+]. Product: [CH3:48][N:25]([CH2:26][CH2:27][N:28]1[CH2:33][CH2:32][CH:31]([N:34]2[C:38]([C:39](=[O:40])[NH:7][CH2:6][C:5]3[CH:8]=[CH:9][CH:10]=[CH:11][C:4]=3[O:3][C:2]([F:12])([F:13])[F:1])=[CH:37][C:36]([C:44]([F:45])([F:47])[F:46])=[N:35]2)[CH2:30][CH2:29]1)[C:23](=[O:24])[O:22][C:18]([CH3:21])([CH3:19])[CH3:20]. The catalyst class is: 11.